Task: Predict the reaction yield, written as a fraction of the theoretical maximum amount of product (1.0 means a 100% yield; for example, 0.34 means a 34% yield).. Dataset: Reaction yield outcomes from USPTO patents with 853,638 reactions (1) The reactants are [Cl:1][C:2]1[CH:11]=[C:10]([CH3:12])[CH:9]=[CH:8][C:3]=1[C:4]([O:6]C)=[O:5].[OH-].[Li+]. The catalyst is O1CCCC1.O. The product is [Cl:1][C:2]1[CH:11]=[C:10]([CH3:12])[CH:9]=[CH:8][C:3]=1[C:4]([OH:6])=[O:5]. The yield is 1.00. (2) The reactants are [CH2:1]1[CH2:6][CH2:5][C:4]([CH2:11][NH2:12])([CH2:7][C:8]([OH:10])=[O:9])[CH2:3][CH2:2]1.C(N(CC)CC)C.[CH3:20][C:21]([O:24][C:25](O[C:25]([O:24][C:21]([CH3:23])([CH3:22])[CH3:20])=[O:26])=[O:26])([CH3:23])[CH3:22].[OH-].[Na+]. The catalyst is C1COCC1.O. The product is [C:21]([O:24][C:25]([NH:12][CH2:11][C:4]1([CH2:7][C:8]([OH:10])=[O:9])[CH2:3][CH2:2][CH2:1][CH2:6][CH2:5]1)=[O:26])([CH3:23])([CH3:22])[CH3:20]. The yield is 0.900.